Dataset: Catalyst prediction with 721,799 reactions and 888 catalyst types from USPTO. Task: Predict which catalyst facilitates the given reaction. (1) Reactant: Cl[C:2]1[C:7]([CH:8]([CH2:13][CH2:14][CH3:15])[C:9]([O:11][CH3:12])=[O:10])=[C:6]([CH3:16])[N:5]=[C:4]([C:17]2[CH:22]=[CH:21][CH:20]=[CH:19][CH:18]=2)[N:3]=1.C(N(CC)C(C)C)(C)C.[O:32]1[C:36]2[CH:37]=[CH:38][C:39](B3OC(C)(C)C(C)(C)O3)=[CH:40][C:35]=2[CH:34]=[CH:33]1. Product: [O:32]1[C:36]2[CH:37]=[CH:38][C:39]([C:2]3[C:7]([CH:8]([CH2:13][CH2:14][CH3:15])[C:9]([O:11][CH3:12])=[O:10])=[C:6]([CH3:16])[N:5]=[C:4]([C:17]4[CH:22]=[CH:21][CH:20]=[CH:19][CH:18]=4)[N:3]=3)=[CH:40][C:35]=2[CH:34]=[CH:33]1. The catalyst class is: 659. (2) Reactant: Br[C:2]1[N:7]=[CH:6][C:5]2[CH:8]=[C:9]([C:12]3[CH:13]=[N:14][N:15]([C:17]([O:19][C:20]([CH3:23])([CH3:22])[CH3:21])=[O:18])[CH:16]=3)[N:10]([CH3:11])[C:4]=2[CH:3]=1.C(=O)([O-])[O-].[Cs+].[Cs+].[CH3:30][O:31][C:32]1[CH:33]=[C:34]([CH:36]=[CH:37][C:38]=1[O:39][CH3:40])[NH2:35].CC1(C)C2C(=C(P(C3C=CC=CC=3)C3C=CC=CC=3)C=CC=2)OC2C(P(C3C=CC=CC=3)C3C=CC=CC=3)=CC=CC1=2. Product: [CH3:30][O:31][C:32]1[CH:33]=[C:34]([NH:35][C:2]2[N:7]=[CH:6][C:5]3[CH:8]=[C:9]([C:12]4[CH:13]=[N:14][N:15]([C:17]([O:19][C:20]([CH3:23])([CH3:22])[CH3:21])=[O:18])[CH:16]=4)[N:10]([CH3:11])[C:4]=3[CH:3]=2)[CH:36]=[CH:37][C:38]=1[O:39][CH3:40]. The catalyst class is: 62. (3) Reactant: [C:1]([C:3]1[CH:8]=[CH:7][C:6]([CH2:9][NH:10][C:11]([N:13]2[CH2:18][CH2:17][N:16](C(OC(C)(C)C)=O)[CH2:15][CH2:14]2)=[O:12])=[CH:5][CH:4]=1)#[N:2].C(O)(C(F)(F)F)=O. Product: [C:1]([C:3]1[CH:4]=[CH:5][C:6]([CH2:9][NH:10][C:11]([N:13]2[CH2:14][CH2:15][NH:16][CH2:17][CH2:18]2)=[O:12])=[CH:7][CH:8]=1)#[N:2]. The catalyst class is: 2.